Task: Regression/Classification. Given a drug SMILES string, predict its toxicity properties. Task type varies by dataset: regression for continuous values (e.g., LD50, hERG inhibition percentage) or binary classification for toxic/non-toxic outcomes (e.g., AMES mutagenicity, cardiotoxicity, hepatotoxicity). Dataset: herg_karim.. Dataset: hERG potassium channel inhibition data for cardiac toxicity prediction from Karim et al. (1) The molecule is O=C(O)C1CN(Cc2ccc(-c3cc4cc(Cc5ccccc5)ccc4o3)c(F)c2)C1. The result is 0 (non-blocker). (2) The molecule is CNCc1ccc(Cl)cc1Oc1ccc(Cl)c(Cl)c1. The result is 1 (blocker). (3) The drug is NC1=NC2(CO1)c1cc(-c3cncc(C(F)F)c3)ccc1OC1(CCC1)C21COC1. The result is 0 (non-blocker). (4) The compound is CCn1c(-c2nonc2N)nc2cnc(Oc3cccc(NC(=O)c4ccc(OCCN5CCOCC5)cc4)c3)cc21. The result is 0 (non-blocker). (5) The compound is CNC[C@@H](O)CCN1c2ccccc2N(c2cc(F)ccc2F)S1(=O)=O. The result is 0 (non-blocker). (6) The compound is CC1CCCN1CCc1ccc2nc(-c3cnc4c(c3)OCO4)ccc2c1. The result is 0 (non-blocker).